The task is: Predict the product of the given reaction.. This data is from Forward reaction prediction with 1.9M reactions from USPTO patents (1976-2016). (1) Given the reactants [Cl:1][C:2]1[CH:7]=[CH:6][C:5]([CH2:8][C:9]([OH:11])=[O:10])=[C:4]([O:12]C)[CH:3]=1.Br, predict the reaction product. The product is: [Cl:1][C:2]1[CH:7]=[CH:6][C:5]([CH2:8][C:9]([OH:11])=[O:10])=[C:4]([OH:12])[CH:3]=1. (2) Given the reactants [Br:1][C:2]1[CH:7]=[C:6]([Cl:8])[CH:5]=[CH:4][C:3]=1[SH:9].Br[CH:11]([CH3:17])[C:12]([O:14][CH2:15][CH3:16])=[O:13].C(=O)([O-])[O-].[K+].[K+], predict the reaction product. The product is: [Br:1][C:2]1[CH:7]=[C:6]([Cl:8])[CH:5]=[CH:4][C:3]=1[S:9][CH:11]([CH3:17])[C:12]([O:14][CH2:15][CH3:16])=[O:13]. (3) Given the reactants [Cl:1][C:2]1[CH:3]=[C:4]([C@@H:8]2[C@@H:13]([C:14]3[CH:19]=[CH:18][C:17]([Cl:20])=[CH:16][CH:15]=3)[NH:12][C:11](=[O:21])[CH2:10][CH2:9]2)[CH:5]=[CH:6][CH:7]=1.[H-].[Na+].Br[CH:25]1[CH2:29][CH2:28][CH:27]=[CH:26]1, predict the reaction product. The product is: [Cl:1][C:2]1[CH:3]=[C:4]([C@@H:8]2[C@@H:13]([C:14]3[CH:15]=[CH:16][C:17]([Cl:20])=[CH:18][CH:19]=3)[N:12]([CH:29]3[CH2:28][CH2:27][CH:26]=[CH:25]3)[C:11](=[O:21])[CH2:10][CH2:9]2)[CH:5]=[CH:6][CH:7]=1. (4) The product is: [CH3:14][C:12]1([CH3:13])[C:8]2[C:9]3=[C:4]([CH2:3][CH2:2][N:1]3[C:10](=[O:15])[CH2:11]1)[CH:5]=[CH:6][CH:7]=2. Given the reactants [N:1]1([C:10](=[O:15])[CH:11]=[C:12]([CH3:14])[CH3:13])[C:9]2[C:4](=[CH:5][CH:6]=[CH:7][CH:8]=2)[CH2:3][CH2:2]1.[Cl-].[Al+3].[Cl-].[Cl-], predict the reaction product. (5) The product is: [NH:2]([S:3]([C:6]([F:9])([F:7])[F:8])(=[O:5])=[O:4])[S:10]([C:13]([F:16])([F:15])[F:14])(=[O:12])=[O:11].[NH:2]([S:3]([C:6]([F:9])([F:7])[F:8])(=[O:5])=[O:4])[S:10]([C:13]([F:16])([F:15])[F:14])(=[O:12])=[O:11].[Fe+2:1]. Given the reactants [Fe:1].[NH:2]([S:10]([C:13]([F:16])([F:15])[F:14])(=[O:12])=[O:11])[S:3]([C:6]([F:9])([F:8])[F:7])(=[O:5])=[O:4], predict the reaction product. (6) Given the reactants [Cl:1][C:2]1[N:7]=[C:6](Cl)[CH:5]=[CH:4][N:3]=1.[C:9]([C:14]1[CH:15]=[C:16](B(O)O)[CH:17]=[CH:18][CH:19]=1)([O:11][CH2:12][CH3:13])=[O:10], predict the reaction product. The product is: [CH2:12]([O:11][C:9](=[O:10])[C:14]1[CH:15]=[CH:16][CH:17]=[C:18]([C:6]2[CH:5]=[CH:4][N:3]=[C:2]([Cl:1])[N:7]=2)[CH:19]=1)[CH3:13]. (7) Given the reactants [CH3:1][CH:2]([OH:4])[CH3:3].[H-].[Na+].[Br:7][C:8]1[CH:9]=[C:10]([CH:20]=[C:21]([CH2:23]Br)[CH:22]=1)[CH2:11][O:12][Si:13]([C:16]([CH3:19])([CH3:18])[CH3:17])([CH3:15])[CH3:14], predict the reaction product. The product is: [Br:7][C:8]1[CH:9]=[C:10]([CH:20]=[C:21]([CH2:23][O:4][CH:2]([CH3:3])[CH3:1])[CH:22]=1)[CH2:11][O:12][Si:13]([C:16]([CH3:17])([CH3:18])[CH3:19])([CH3:14])[CH3:15].